Dataset: Catalyst prediction with 721,799 reactions and 888 catalyst types from USPTO. Task: Predict which catalyst facilitates the given reaction. Reactant: [CH3:1][C:2]1[C:6]([C:7]2[CH:12]=[C:11]([NH2:13])[C:10]([NH2:14])=[C:9]([C:15]3[C:24]([CH3:25])=[CH:23][CH:22]=[C:21]4[C:16]=3[CH:17]=[CH:18][CH:19]=[N:20]4)[CH:8]=2)=[C:5]([CH3:26])[O:4][N:3]=1.[C:27](OC)(OC)(OC)[O:28][CH3:29]. Product: [CH3:27][O:28][C:29]1[NH:13][C:11]2[CH:12]=[C:7]([C:6]3[C:2]([CH3:1])=[N:3][O:4][C:5]=3[CH3:26])[CH:8]=[C:9]([C:15]3[C:24]([CH3:25])=[CH:23][CH:22]=[C:21]4[C:16]=3[CH:17]=[CH:18][CH:19]=[N:20]4)[C:10]=2[N:14]=1. The catalyst class is: 15.